Predict which catalyst facilitates the given reaction. From a dataset of Catalyst prediction with 721,799 reactions and 888 catalyst types from USPTO. Reactant: [CH2:1]([C@@:5]1([CH2:27][CH3:28])[NH:11][C@H:10]([C:12]2[CH:17]=[CH:16][CH:15]=[CH:14][CH:13]=2)[C:9]2[CH:18]=[C:19]([OH:24])[C:20]([O:22][CH3:23])=[CH:21][C:8]=2[S:7](=[O:26])(=[O:25])[CH2:6]1)[CH2:2][CH2:3][CH3:4].[CH2:29]([C@@:33]1([CH2:56][CH3:57])[NH:39][C@H:38]([C:40]2[CH:45]=[CH:44][CH:43]=[CH:42][CH:41]=2)[C:37]2[CH:46]=[C:47]([O:52][CH3:53])[C:48]([O:50]C)=[CH:49][C:36]=2[S:35](=[O:55])(=[O:54])[CH2:34]1)[CH2:30][CH2:31][CH3:32].C(=O)([O-])[O-].[K+].[K+].CI. Product: [CH2:29]([C@@:33]1([CH2:56][CH3:57])[NH:39][C@H:38]([C:40]2[CH:41]=[CH:42][CH:43]=[CH:44][CH:45]=2)[C:37]2[CH:46]=[C:47]([O:52][CH3:53])[C:48]([OH:50])=[CH:49][C:36]=2[S:35](=[O:54])(=[O:55])[CH2:34]1)[CH2:30][CH2:31][CH3:32].[CH2:1]([C@@:5]1([CH2:27][CH3:28])[NH:11][C@H:10]([C:12]2[CH:13]=[CH:14][CH:15]=[CH:16][CH:17]=2)[C:9]2[CH:18]=[C:19]([OH:24])[C:20]([O:22][CH3:23])=[CH:21][C:8]=2[S:7](=[O:26])(=[O:25])[CH2:6]1)[CH2:2][CH2:3][CH3:4]. The catalyst class is: 21.